From a dataset of Reaction yield outcomes from USPTO patents with 853,638 reactions. Predict the reaction yield, written as a fraction of the theoretical maximum amount of product (1.0 means a 100% yield; for example, 0.34 means a 34% yield). (1) The reactants are [Cl:1][CH2:2][CH2:3][CH2:4][C:5]([C:7]1[CH:12]=[CH:11][C:10]([C:13]([CH3:20])([CH3:19])[C:14]([O:16][CH2:17][CH3:18])=[O:15])=[CH:9][CH:8]=1)=[O:6].[C:21]1([C:27]([C:35]2[CH:40]=[CH:39][CH:38]=[CH:37][CH:36]=2)([CH:29]2[CH2:34][CH2:33][NH:32][CH2:31][CH2:30]2)[OH:28])[CH:26]=[CH:25][CH:24]=[CH:23][CH:22]=1.Cl. The catalyst is C1(C)C(C)=CC=CC=1. The product is [ClH:1].[OH:28][C:27]([C:35]1[CH:40]=[CH:39][CH:38]=[CH:37][CH:36]=1)([C:21]1[CH:22]=[CH:23][CH:24]=[CH:25][CH:26]=1)[CH:29]1[CH2:34][CH2:33][N:32]([CH2:2][CH2:3][CH2:4][C:5]([C:7]2[CH:12]=[CH:11][C:10]([C:13]([CH3:20])([CH3:19])[C:14]([O:16][CH2:17][CH3:18])=[O:15])=[CH:9][CH:8]=2)=[O:6])[CH2:31][CH2:30]1. The yield is 0.700. (2) The reactants are [C:1]([N:5]1[C:14]2[C:9](=[CH:10][CH:11]=[CH:12][CH:13]=2)[CH2:8][CH2:7][CH:6]1[CH2:15][N:16]1[CH2:21][CH2:20][N:19]([C:22]2[CH:30]=[CH:29][CH:28]=[C:27]3[C:23]=2[CH:24]=[CH:25][NH:26]3)[CH2:18][CH2:17]1)(=[O:4])[CH:2]=[CH2:3].[CH2:31]([NH2:38])[C:32]1[CH:37]=[CH:36][CH:35]=[CH:34][CH:33]=1. The catalyst is O. The product is [CH2:31]([NH:38][CH2:3][CH2:2][C:1]([N:5]1[C:14]2[C:9](=[CH:10][CH:11]=[CH:12][CH:13]=2)[CH2:8][CH2:7][CH:6]1[CH2:15][N:16]1[CH2:21][CH2:20][N:19]([C:22]2[CH:30]=[CH:29][CH:28]=[C:27]3[C:23]=2[CH:24]=[CH:25][NH:26]3)[CH2:18][CH2:17]1)=[O:4])[C:32]1[CH:37]=[CH:36][CH:35]=[CH:34][CH:33]=1. The yield is 0.910.